From a dataset of Forward reaction prediction with 1.9M reactions from USPTO patents (1976-2016). Predict the product of the given reaction. (1) Given the reactants [CH2:1]([O:3][C:4](=[O:15])[CH2:5][NH:6][C:7]1[C:12]([C:13]#N)=[CH:11][CH:10]=[CH:9][N:8]=1)[CH3:2].[PH2]([O-])=[O:17].[Na+], predict the reaction product. The product is: [CH2:1]([O:3][C:4](=[O:15])[CH2:5][NH:6][C:7]1[C:12]([CH:13]=[O:17])=[CH:11][CH:10]=[CH:9][N:8]=1)[CH3:2]. (2) Given the reactants [S:1]1[CH:5]=[CH:4][CH:3]=[C:2]1[C:6]([C:8]1[CH:9]=[N:10][N:11]2[C:16]([C:17]3[CH:18]=[C:19]([C:23]4[CH:28]=[CH:27][C:26]([CH:29]=O)=[CH:25][CH:24]=4)[CH:20]=[CH:21][CH:22]=3)=[CH:15][CH:14]=[N:13][C:12]=12)=[O:7].[NH:31]1[CH2:36][CH2:35][O:34][CH2:33][CH2:32]1, predict the reaction product. The product is: [N:31]1([CH2:29][C:26]2[CH:25]=[CH:24][C:23]([C:19]3[CH:20]=[CH:21][CH:22]=[C:17]([C:16]4[N:11]5[N:10]=[CH:9][C:8]([C:6]([C:2]6[S:1][CH:5]=[CH:4][CH:3]=6)=[O:7])=[C:12]5[N:13]=[CH:14][CH:15]=4)[CH:18]=3)=[CH:28][CH:27]=2)[CH2:36][CH2:35][O:34][CH2:33][CH2:32]1. (3) The product is: [CH2:67]([OH:68])[C@H:37]1[O:38][C@@H:39]2[O:44][C@H:45]3[C@H:50]([OH:51])[C@@H:49]([OH:52])[C@@H:48]([O:53][C@H:54]4[C@H:60]([OH:61])[C@@H:59]([OH:62])[C@@H:57]([O:58][C@H:3]5[C@H:4]([OH:76])[C@@H:5]([OH:75])[C@@H:6]([O:8][C@H:9]6[C@H:14]([OH:15])[C@@H:13]([OH:16])[C@@H:12]([O:17][C@H:18]7[C@H:23]([OH:24])[C@@H:22]([OH:25])[C@@H:21]([O:26][C@H:27]8[C@H:32]([OH:33])[C@@H:31]([OH:34])[C@@H:30]([O:35][C@H:36]1[C@H:41]([OH:42])[C@H:40]2[OH:43])[O:29][C@@H:28]8[CH2:69][OH:70])[O:20][C@@H:19]7[CH2:71][OH:72])[O:11][C@@H:10]6[CH2:73][OH:74])[O:7][C@@H:2]5[CH2:1][OH:77])[O:56][C@@H:55]4[CH2:63][OH:64])[O:47][C@@H:46]3[CH2:65][OH:66]. Given the reactants [CH2:1]([OH:77])[C@H:2]1[O:7][C@@H:6]2[O:8][C@H:9]3[C@H:14]([OH:15])[C@@H:13]([OH:16])[C@@H:12]([O:17][C@H:18]4[C@H:23]([OH:24])[C@@H:22]([OH:25])[C@@H:21]([O:26][C@H:27]5[C@H:32]([OH:33])[C@@H:31]([OH:34])[C@@H:30]([O:35][C@H:36]6[C@H:41]([OH:42])[C@@H:40]([OH:43])[C@@H:39]([O:44][C@H:45]7[C@H:50]([OH:51])[C@@H:49]([OH:52])[C@@H:48]([O:53][C@H:54]8[C@H:60]([OH:61])[C@@H:59]([OH:62])[C@@H:57]([O:58][C@H:3]1[C@H:4]([OH:76])[C@H:5]2[OH:75])[O:56][C@@H:55]8[CH2:63][OH:64])[O:47][C@@H:46]7[CH2:65][OH:66])[O:38][C@@H:37]6[CH2:67][OH:68])[O:29][C@@H:28]5[CH2:69][OH:70])[O:20][C@@H:19]4[CH2:71][OH:72])[O:11][C@@H:10]3[CH2:73][OH:74].CC(OOC(C)(C)C)(C)C.N[C@H](C(O)=O)CCC(=O)OCC1C=CC=CC=1.C(=O)(O)[O-].[Na+].N(C(OCC1C=CC=CC=1)=O)[C@H](C(ON1C(=O)CCC1=O)=O)CCC(=O)OCC1C=CC=CC=1.[OH-].[Na+], predict the reaction product. (4) Given the reactants [OH:1][CH:2]1[CH2:7][CH2:6][CH:5]([C:8]([O:10][CH2:11][CH3:12])=[O:9])[CH2:4][CH2:3]1.N1C(C)=CC=CC=1C.C(Cl)Cl.FC(F)(F)S(O[Si:30]([CH:37]([CH3:39])[CH3:38])([CH:34]([CH3:36])[CH3:35])[CH:31]([CH3:33])[CH3:32])(=O)=O, predict the reaction product. The product is: [CH:31]([Si:30]([CH:37]([CH3:39])[CH3:38])([CH:34]([CH3:36])[CH3:35])[O:1][CH:2]1[CH2:3][CH2:4][CH:5]([C:8]([O:10][CH2:11][CH3:12])=[O:9])[CH2:6][CH2:7]1)([CH3:33])[CH3:32]. (5) Given the reactants [OH:1][C:2]1[CH:10]=[C:9]([CH3:11])[CH:8]=[CH:7][C:3]=1[C:4]([OH:6])=[O:5].C([O-])([O-])=O.[K+].[K+].[CH2:18](I)[CH3:19].[CH3:21][C:22](C)=O, predict the reaction product. The product is: [CH2:21]([O:1][C:2]1[CH:10]=[C:9]([CH3:11])[CH:8]=[CH:7][C:3]=1[C:4]([O:6][CH2:18][CH3:19])=[O:5])[CH3:22]. (6) The product is: [CH3:1][O:2][C:3]([C@@H:5]1[CH2:9][C@H:8]([O:10][C:23]2[CH:22]=[CH:21][CH:20]=[C:19]([Cl:18])[CH:24]=2)[CH2:7][N:6]1[C:11]([O:13][C:14]([CH3:17])([CH3:16])[CH3:15])=[O:12])=[O:4]. Given the reactants [CH3:1][O:2][C:3]([C@@H:5]1[CH2:9][C@@H:8]([OH:10])[CH2:7][N:6]1[C:11]([O:13][C:14]([CH3:17])([CH3:16])[CH3:15])=[O:12])=[O:4].[Cl:18][C:19]1[CH:20]=[C:21](O)[CH:22]=[CH:23][CH:24]=1.C1(P(C2C=CC=CC=2)C2C=CC=CC=2)C=CC=CC=1.CC(OC(/N=N/C(OC(C)C)=O)=O)C, predict the reaction product. (7) Given the reactants [CH3:1][C@H:2]1[CH2:7][O:6][CH2:5][CH2:4][N:3]1[C:8]1[CH:13]=[C:12]([C:14]([S:17]([C:20]2[CH:25]=[CH:24][CH:23]=[CH:22][C:21]=2[C:26]([F:29])([F:28])[F:27])(=[O:19])=[O:18])([CH3:16])[CH3:15])[N:11]=[C:10]([C:30]2[CH:35]=[CH:34][C:33]([NH:36][C:37](=[O:45])OC3C=CC=CC=3)=[CH:32][CH:31]=2)[N:9]=1.C[C@H]1COCC[N:79]1[C:76]1[CH:77]=[C:78](CS(C2C=CC=CC=2C(F)(F)F)(=O)=O)N=C(C2[CH:78]=[CH:77][C:76]([NH:79]C(=O)OC3C=CC=CC=3)=CC=2)N=1, predict the reaction product. The product is: [CH:76]1([NH:79][C:37](=[O:45])[NH:36][C:33]2[CH:32]=[CH:31][C:30]([C:10]3[N:9]=[C:8]([N:3]4[CH2:4][CH2:5][O:6][CH2:7][C@@H:2]4[CH3:1])[CH:13]=[C:12]([C:14]([S:17]([C:20]4[CH:25]=[CH:24][CH:23]=[CH:22][C:21]=4[C:26]([F:28])([F:29])[F:27])(=[O:18])=[O:19])([CH3:16])[CH3:15])[N:11]=3)=[CH:35][CH:34]=2)[CH2:78][CH2:77]1.